Dataset: Experimentally validated miRNA-target interactions with 360,000+ pairs, plus equal number of negative samples. Task: Binary Classification. Given a miRNA mature sequence and a target amino acid sequence, predict their likelihood of interaction. The miRNA is hsa-miR-424-3p with sequence CAAAACGUGAGGCGCUGCUAU. The protein sequence of the target gene is MADGQVAELLLRRLEASDGGLDSAELAAELGMEHQAVVGAVKSLQALGEVIEAELRSTKHWELTAEGEEIAREGSHEARVFRSIPPEGLAQSELMRLPSGKVGFSKAMSNKWIRVDKSAADGPRVFRVVDSMEDEVQRRLQLVRGGQAEKLGEKERSELRKRKLLAEVTLKTYWVSKGSAFSTSISKQETELSPEMISSGSWRDRPFKPYNFLAHGVLPDSGHLHPLLKVRSQFRQIFLEMGFTEMPTDNFIESSFWNFDALFQPQQHPARDQHDTFFLRDPAEALQLPMDYVQRVKRTH.... Result: 0 (no interaction).